The task is: Predict the reaction yield, written as a fraction of the theoretical maximum amount of product (1.0 means a 100% yield; for example, 0.34 means a 34% yield).. This data is from Reaction yield outcomes from USPTO patents with 853,638 reactions. (1) The catalyst is CC(O)=O. The product is [I:17][C:3]1[C:4]([OH:9])=[N:5][C:6]([OH:8])=[N:7][C:2]=1[CH3:1]. The reactants are [CH3:1][C:2]1[N:7]=[C:6]([OH:8])[N:5]=[C:4]([OH:9])[CH:3]=1.C1C(=O)N([I:17])C(=O)C1. The yield is 0.950. (2) The reactants are [F:1][C:2]([F:21])([F:20])[C:3]1[CH:19]=[CH:18][C:6]2[N:7]=[C:8]([N:10]3[CH2:15][CH2:14][CH:13]([C:16]#[N:17])[CH2:12][CH2:11]3)[S:9][C:5]=2[CH:4]=1.C[Si]([N-][Si](C)(C)C)(C)C.[Li+].Br[CH2:33][CH2:34][O:35][Si:36]([C:39]([CH3:42])([CH3:41])[CH3:40])([CH3:38])[CH3:37]. The catalyst is O1CCCC1.[Cl-].[Na+].O. The product is [Si:36]([O:35][CH2:34][CH2:33][C:13]1([C:16]#[N:17])[CH2:14][CH2:15][N:10]([C:8]2[S:9][C:5]3[CH:4]=[C:3]([C:2]([F:1])([F:20])[F:21])[CH:19]=[CH:18][C:6]=3[N:7]=2)[CH2:11][CH2:12]1)([C:39]([CH3:42])([CH3:41])[CH3:40])([CH3:38])[CH3:37]. The yield is 0.820. (3) The reactants are [CH3:1][S:2]([NH:5][C:6]1[CH:11]=[CH:10][C:9]([OH:12])=[CH:8][CH:7]=1)(=[O:4])=[O:3].C([O-])(=O)C.C([O-])(=O)C.C([O-])(=O)C.C([O-])(=O)C.[Pb+4].C(O)CO. The catalyst is C(O)(=O)C. The product is [O:12]=[C:9]1[CH:10]=[CH:11][C:6](=[N:5][S:2]([CH3:1])(=[O:4])=[O:3])[CH:7]=[CH:8]1. The yield is 0.750. (4) The reactants are [C:1]([O:5][C:6]([N:8]1[CH2:13][CH2:12][CH:11]([O:14][C:15]2[CH:24]=[C:23]([F:25])[CH:22]=[CH:21][C:16]=2[C:17]([O:19]C)=[O:18])[CH2:10][CH2:9]1)=[O:7])([CH3:4])([CH3:3])[CH3:2].[Li+].[OH-].CO.C1COCC1. The catalyst is CCOC(C)=O. The product is [C:1]([O:5][C:6]([N:8]1[CH2:13][CH2:12][CH:11]([O:14][C:15]2[CH:24]=[C:23]([F:25])[CH:22]=[CH:21][C:16]=2[C:17]([OH:19])=[O:18])[CH2:10][CH2:9]1)=[O:7])([CH3:4])([CH3:2])[CH3:3]. The yield is 0.760. (5) The reactants are [Cl:1][C:2]1[CH:3]=[C:4]([C:8]2[N:9]=[C:10]([OH:17])[C:11]3[S:16][CH2:15][CH2:14][C:12]=3[N:13]=2)[CH:5]=[CH:6][CH:7]=1.C(N(CC)CC)C.[F:25][C:26]([F:32])([F:31])[S:27](O)(=[O:29])=[O:28]. The catalyst is C(Cl)Cl. The product is [F:25][C:26]([F:32])([F:31])[S:27]([O:17][C:10]1[C:11]2[S:16][CH2:15][CH2:14][C:12]=2[N:13]=[C:8]([C:4]2[CH:5]=[CH:6][CH:7]=[C:2]([Cl:1])[CH:3]=2)[N:9]=1)(=[O:29])=[O:28]. The yield is 0.440.